This data is from Retrosynthesis with 50K atom-mapped reactions and 10 reaction types from USPTO. The task is: Predict the reactants needed to synthesize the given product. (1) Given the product COC=C1CCC(C(=O)OC)CC1, predict the reactants needed to synthesize it. The reactants are: CC(C)(C)[O-].COC(=O)C1CCC(=O)CC1. (2) Given the product Cc1ccc(CC(C#Cc2ccc(CNCCC(=O)O)cc2)c2cccc(Cl)c2)cc1C, predict the reactants needed to synthesize it. The reactants are: Cc1ccc(CC(C#Cc2ccc(CNCCC(=O)OC(C)(C)C)cc2)c2cccc(Cl)c2)cc1C.